Predict the reactants needed to synthesize the given product. From a dataset of Full USPTO retrosynthesis dataset with 1.9M reactions from patents (1976-2016). (1) Given the product [Cl:1][C:2]1[N:7]=[C:6]2[S:9][C:10]([NH2:11])=[N:8][C:5]2=[CH:4][CH:3]=1, predict the reactants needed to synthesize it. The reactants are: [Cl:1][C:2]1[N:7]=[CH:6][C:5]([NH2:8])=[CH:4][CH:3]=1.[S-:9][C:10]#[N:11].[K+].BrBr. (2) Given the product [OH:16][C:13]1[CH:15]=[C:9]([CH3:10])[CH:8]=[CH:12][C:14]=1[CH2:6][CH2:7][OH:2], predict the reactants needed to synthesize it. The reactants are: Cl.[O:2]1[CH2:7][CH2:6]OCC1.[CH2:8]1[CH2:12]O[CH2:10][CH2:9]1.[CH:13]([OH:16])([CH3:15])[CH3:14]. (3) Given the product [CH3:33][O:32][C:30](=[O:31])[CH2:29][O:1][C:2]1[C:3]([C:18]([O:20][CH3:21])=[O:19])=[C:4]([C:14]([O:16][CH3:17])=[O:15])[C:5]([CH2:8][CH2:9][C:10]([O:12][CH3:13])=[O:11])=[N:6][CH:7]=1, predict the reactants needed to synthesize it. The reactants are: [OH:1][C:2]1[C:3]([C:18]([O:20][CH3:21])=[O:19])=[C:4]([C:14]([O:16][CH3:17])=[O:15])[C:5]([CH2:8][CH2:9][C:10]([O:12][CH3:13])=[O:11])=[N:6][CH:7]=1.C(=O)([O-])[O-].[K+].[K+].Br[CH2:29][C:30]([O:32][CH3:33])=[O:31]. (4) Given the product [NH:6]1[C:14]2[C:9](=[CH:10][C:11]([NH:15][C:16]3[C:17]4[S:24][C:23]([C:25]5[CH:32]=[CH:31][C:28]([CH2:29][NH:1][CH:2]([CH3:5])[CH2:3][OH:4])=[CH:27][CH:26]=5)=[CH:22][C:18]=4[N:19]=[CH:20][N:21]=3)=[CH:12][CH:13]=2)[CH:8]=[CH:7]1, predict the reactants needed to synthesize it. The reactants are: [NH2:1][CH:2]([CH3:5])[CH2:3][OH:4].[NH:6]1[C:14]2[C:9](=[CH:10][C:11]([NH:15][C:16]3[C:17]4[S:24][C:23]([C:25]5[CH:32]=[CH:31][C:28]([CH:29]=O)=[CH:27][CH:26]=5)=[CH:22][C:18]=4[N:19]=[CH:20][N:21]=3)=[CH:12][CH:13]=2)[CH:8]=[CH:7]1. (5) Given the product [NH2:7][C:8]1[C:13]([O:14][CH3:3])=[CH:12][CH:11]=[CH:10][C:9]=1[C:15](=[O:17])[CH3:16], predict the reactants needed to synthesize it. The reactants are: CI.[C:3](=O)([O-])[O-].[NH2:7][C:8]1[C:13]([OH:14])=[CH:12][CH:11]=[CH:10][C:9]=1[C:15](=[O:17])[CH3:16]. (6) Given the product [CH3:29][N:24]1[CH2:23][CH2:22][C:20]2[N:21]=[C:16]([CH2:15][CH2:14][CH2:13][N:10]3[CH2:9][CH:8]=[C:7]([C:1]4[CH:6]=[CH:5][CH:4]=[CH:3][CH:2]=4)[CH2:12][CH2:11]3)[NH:17][C:18](=[O:26])[C:19]=2[CH2:25]1, predict the reactants needed to synthesize it. The reactants are: [C:1]1([C:7]2[CH2:8][CH2:9][N:10]([CH2:13][CH2:14][CH2:15][C:16]3[NH:17][C:18](=[O:26])[C:19]4[CH2:25][NH:24][CH2:23][CH2:22][C:20]=4[N:21]=3)[CH2:11][CH:12]=2)[CH:6]=[CH:5][CH:4]=[CH:3][CH:2]=1.C=O.[C:29](O[BH-](OC(=O)C)OC(=O)C)(=O)C.[Na+]. (7) The reactants are: [C:1]1([CH:7]([NH2:15])[CH2:8][C:9]2[CH:14]=[CH:13][CH:12]=[CH:11][CH:10]=2)[CH:6]=[CH:5][CH:4]=[CH:3][CH:2]=1.Cl[CH2:17][CH2:18][N:19]=[C:20]=[S:21]. Given the product [C:1]1([CH:7]([NH:15][C:20]2[S:21][CH2:17][CH2:18][N:19]=2)[CH2:8][C:9]2[CH:10]=[CH:11][CH:12]=[CH:13][CH:14]=2)[CH:6]=[CH:5][CH:4]=[CH:3][CH:2]=1, predict the reactants needed to synthesize it.